From a dataset of Reaction yield outcomes from USPTO patents with 853,638 reactions. Predict the reaction yield, written as a fraction of the theoretical maximum amount of product (1.0 means a 100% yield; for example, 0.34 means a 34% yield). (1) The reactants are [C:1]1([CH2:7][C:8](Cl)=[O:9])[CH:6]=[CH:5][CH:4]=[CH:3][CH:2]=1.[CH2:11]=[N:12][CH2:13][C:14]([O:16][CH2:17][CH3:18])=[O:15].N12CCCN=C1CCCCC2.O1CCCC1. The catalyst is O. The product is [CH2:7]([C:8]1[O:9][CH:11]=[N:12][C:13]=1[C:14]([O:16][CH2:17][CH3:18])=[O:15])[C:1]1[CH:6]=[CH:5][CH:4]=[CH:3][CH:2]=1. The yield is 0.0900. (2) The catalyst is C(N(CC)CC)C.C1C=CC([P]([Pd]([P](C2C=CC=CC=2)(C2C=CC=CC=2)C2C=CC=CC=2)([P](C2C=CC=CC=2)(C2C=CC=CC=2)C2C=CC=CC=2)[P](C2C=CC=CC=2)(C2C=CC=CC=2)C2C=CC=CC=2)(C2C=CC=CC=2)C2C=CC=CC=2)=CC=1.[Cu]I. The product is [CH:25]1([N:18]2[C:19]3[C:24](=[CH:23][CH:22]=[CH:21][CH:20]=3)[N:15]([C:13]([C:12]3[C:7]([O:6][C:5]4[CH:28]=[C:29]([Cl:30])[C:2]([C:34]#[C:33][CH2:32][OH:35])=[CH:3][C:4]=4[Cl:31])=[N:8][CH:9]=[CH:10][CH:11]=3)=[O:14])[CH2:16][CH2:17]2)[CH2:27][CH2:26]1. The yield is 0.520. The reactants are Br[C:2]1[C:29]([Cl:30])=[CH:28][C:5]([O:6][C:7]2[C:12]([C:13]([N:15]3[C:24]4[C:19](=[CH:20][CH:21]=[CH:22][CH:23]=4)[N:18]([CH:25]4[CH2:27][CH2:26]4)[CH2:17][CH2:16]3)=[O:14])=[CH:11][CH:10]=[CH:9][N:8]=2)=[C:4]([Cl:31])[CH:3]=1.[CH2:32]([OH:35])[C:33]#[CH:34]. (3) The reactants are [C:1]([O:5][C:6]([NH:8][CH2:9][C:10]1[N:15]2[CH:16]=[CH:17][N:18]=[C:14]2[CH:13]=[CH:12][CH:11]=1)=[O:7])([CH3:4])([CH3:3])[CH3:2].ClC(Cl)(Cl)[C:21](Cl)=[O:22].C(=O)([O-])O.[Na+]. The catalyst is CN(C1C=CN=CC=1)C.C(Cl)(Cl)Cl. The product is [C:1]([O:5][C:6]([N:8]1[CH2:9][C:10]2[N:15]3[C:16](=[CH:17][N:18]=[C:14]3[CH:13]=[CH:12][CH:11]=2)[C:21]1=[O:22])=[O:7])([CH3:4])([CH3:2])[CH3:3]. The yield is 0.450. (4) The reactants are [NH2:1][C:2]1[C:3]([C:7]2[N:8](CC)[C:9]3[C:14]([OH:15])=[CH:13][N:12]=[CH:11][C:10]=3[N:16]=2)=[N:4][O:5][N:6]=1.C([O-])([O-])=O.[K+].[K+].[C:25]([O:29][C:30]([N:32]1[CH2:37][CH2:36][CH:35]([CH2:38]I)[CH2:34][CH2:33]1)=[O:31])([CH3:28])([CH3:27])[CH3:26].O.[CH3:41][C:42](C)=O. No catalyst specified. The product is [C:25]([O:29][C:30]([N:32]1[CH2:37][CH2:36][CH:35]([CH:38]([O:15][C:14]2[C:9]3[NH:8][C:7]([C:3]4[C:2]([NH2:1])=[N:6][O:5][N:4]=4)=[N:16][C:10]=3[CH:11]=[N:12][CH:13]=2)[CH2:41][CH3:42])[CH2:34][CH2:33]1)=[O:31])([CH3:28])([CH3:27])[CH3:26]. The yield is 0.390. (5) The reactants are [CH:1]1([N:7]([CH:18]2[CH2:23][CH2:22][CH2:21][CH2:20][CH2:19]2)[C:8]([NH:10][C:11]2[S:12][C:13]([CH:16]=O)=[CH:14][N:15]=2)=[O:9])[CH2:6][CH2:5][CH2:4][CH2:3][CH2:2]1.C(O)(=O)C.[CH3:28][O:29][C:30](=[O:39])[C:31]1[CH:36]=[CH:35][C:34]([CH2:37][NH2:38])=[CH:33][CH:32]=1.C(O[BH-](OC(=O)C)OC(=O)C)(=O)C.[Na+]. No catalyst specified. The product is [CH3:28][O:29][C:30](=[O:39])[C:31]1[CH:36]=[CH:35][C:34]([CH2:37][NH:38][CH2:16][C:13]2[S:12][C:11]([NH:10][C:8]([N:7]([CH:18]3[CH2:23][CH2:22][CH2:21][CH2:20][CH2:19]3)[CH:1]3[CH2:6][CH2:5][CH2:4][CH2:3][CH2:2]3)=[O:9])=[N:15][CH:14]=2)=[CH:33][CH:32]=1. The yield is 0.360.